From a dataset of B-cell epitopes from IEDB database with 3,159 antigens for binding position prediction. Token-level Classification. Given an antigen amino acid sequence, predict which amino acid positions are active epitope sites capable of antibody binding. Output is a list of indices for active positions. (1) Given the antigen sequence: MELSYRLFICLLLWGSTELCYPQPLWLLQGGASHPETSVQPVLVECQEATLMVMVSKDLFGTGKLIRAADLTLGPEACEPLVSMDTEDVVRFEVGLHECGNSMQVTDDALVYSTFLLHDPRPVGNLSIVRTNRAEIPIECRYPRQGNVSSQAILPTWLPFRTTVFSEEKLTFSLRLMEENWNAEKRSPTFHLGDAAHLQAEIHTGSHVPLRLFVDHCVATPTPDQNASPYHTIVDFHGCLVDGLTDASSAFKVPRPGPDTLQFTVDVFHFANDSRNMIYITCHLKVTLAEQDPDELNKACSFSKPSNSWFPVEGSADICQCCNKGDCGTPSHSRRQPHVMSQWSRSASRNRRHVTEEADVTVGPLIFLDRRGDHEVEQWALPSDTSVVLLGVGLAVVVSLTLTAVILVLTRRCRTASHPVSASE, which amino acid positions are active epitope sites? The epitope positions are: [171, 172, 173, 174, 175, 176, 177, 178, 179, 180, 181, 182, 183, 184, 185, 186, 187, 188, 189]. The amino acids at these positions are: FSLRLMEENWNAEKRSPTF. (2) Given the antigen sequence: MNTTDCFIALVQAIREIKALFLSRTTGKMELTLYNGEKKTFYSRPNNHDNCWLNAILQLFRYVEEPFFDWVYSSPENLTLEAIKQLEDLTGLELHEGGPPALVIWNIKHLLHTGIGTASRPSEVCMVDGTDMCLADFHAGIFLKGQEHAVFACVTSNGWYAIDDEDFYPWTPDPSDVLVFVPYDQEPLNGEWKAKVQRKLKGAGQSSPATGSQNQSGNTGSIINNYYMQQYQNSMDTQLGDNAISGGSNEGSTDTTSTHTTNTQNNDWFSKLASSAFSGLFGALLADKKTEETTLLEDRILTTRNGHTTSTTQSSVGVTYGYATAEDFVSGPNTSGLETRVVQAERFFKTHLFDWVTSDSFGRCHLLELPTDHKGVYGSLTDSYAYMRNGWDVEVTAVGNQFNGGCLLVAMVPELYSIQKRELYQLTLFPHQFINPRTNMTAHITVPFVGVNRYDQYKVHKPWTLVVMVVAPLTVNTEGAPQIKVYANIAPTNVHVAGEF..., which amino acid positions are active epitope sites? The epitope positions are: [872, 873, 874, 875, 876, 877, 878, 879, 880, 881]. The amino acids at these positions are: QVLAQKVART. (3) Given the antigen sequence: MAWKTLPIYLLLLLSVFVIQQVSSQDLSSCAGRCGEGYSRDATCNCDYNCQHYMECCPDFKRVCTAELSCKGRCFESFERGRECDCDAQCKKYDKCCPDYESFCAEVHNPTSPPSSKKAPPPSGASQTIKSTTKRSPKPPNKKKTKKVIESEEITEEHSVSENQESSSSSSSSSSSSTIRKIKSSKNSAANRELQKKLKVKDNKKNRTKKKPTPKPPVVDEAGSGLDNGDFKVTTPDTSTTQHNKVSTSPKITTAKPINPRPSLPPNSDTSKETSLTVNKETTVETKETTTTNKQTSTDGKEKTTSAKETQSIEKTSAKDLAPTSKVLAKPTPKAETTTKGPALTTPKEPTPTTPKEPASTTPKEPTPTTIKSAPTTPKEPAPTTTKSAPTTPKEPAPTTTKEPAPTTPKEPAPTTTKEPAPTTTKSAPTTPKEPAPTTPKKPAPTTPKEPAPTTPKEPTPTTPKEPAPTTKEPAPTTPKEPAPTAPKKPAPTTPKEPAP..., which amino acid positions are active epitope sites? The epitope positions are: [378, 379, 380, 381, 382, 383, 384, 385]. The amino acids at these positions are: KEPAPTTT. (4) Given the antigen sequence: MKKCTILVVASLLLVDSLLPGYGQNKSVQAQRNLNELCYNEENDNKLYHVLNSKNGKIYNRNIVNRLLGDALNGKPEEKKDDPPKDGNKDDLPKEEKKDDLPKEEKKDDPPKDPKKDDPPKEAQNKLNQPVVADENVDQGPGAPQGPGAPQGPGAPQGPGAPQGPGAPQGPGAPQGPGAPQGPGAPQGPGAPQGPGAPQGPGAPQGPGAPQGPGAPQGPGAPQGPGAPQEPPQQPPQQPPQQPPQQPPQQPPQQPPQQPRPQPDGNNNNNNNNGNNNEDSYVPSAEQILEFVKQISSQLTEEWSQCSVTCGSGVRVRKRKNVNKQPENLTLEDIDTEICKMDKCSSIFNIVSNSLGFVILLVLVFFN, which amino acid positions are active epitope sites? The epitope positions are: [58, 59, 60, 61, 62, 63, 64, 65, 66, 67, 68, 69, 70]. The amino acids at these positions are: YNRNIVNRLLGDA. (5) Given the antigen sequence: MVAITVQGAQLIKRVVERFYPGIAFDINEGACYIYKFSDHIRRIRMKHGTKYRRQAEEIMRNINLRKERLYGIPVLDEVEWKYVFDGQTFQSYAFEVYVNSILPWSELDPEEEFLRNYRVSREMTEVEKFIEFRAKNEMQIYGDIPIKVWCCFINELSIELNHIPLGMQVMADFVNRFNSPFHQGNRDLSNLEDFQVAYTTPLLFEMCCMESILEFNIKMRMREEDISALEFGDVRIDPVGLLREFFILCLPHPKKINNVLRAPYSWFVKMWGVGADPIVVLQSTAGDDRNSKDVFYDKFRTEPNRYKALFRSSFYNESRRMNEEKILEAVKYSQNLGSHDRRLPLFEKMLKMVYTTPFYPHKSSNMILASFLLSIQTITGYGRAWVKNVSTEFDKQLKPNPSNLVQDVSDLTREFFKQAYVEAKERREEIVKPEDLYTSMLRLARNTSSGFSTEIYVKKRFGPRLRDKDLIKINSRIKALVIFTKGHTVFTDEELHKKY..., which amino acid positions are active epitope sites? The epitope positions are: [1250, 1251, 1252, 1253, 1254, 1255, 1256, 1257, 1258, 1259, 1260, 1261, 1262, 1263, 1264, 1265, 1266, 1267, 1268, 1269... (24 total positions)]. The amino acids at these positions are: KKKMKIVVTDDAKKRYKIRLQRFR. (6) Given the antigen sequence: MRKLLLLIAASLLGVGLYAQSAKIKLDAPTTRTTCTNNSFKQFDASFSFNEVELTKVETKGGTFASVSIPGAFPTGEVGSPEVPAVRKLIAVPVGATPVVRVKSFTEQVYSLNQYGSEKLMPHQPSMSKSDDPEKVPFVYNAAAYARKGFVGQELTQVEMLGTMRGVRIAALTINPVQYDVVANQLKVRNNIEIEVSFQGADEVATQRLYDASFSPYFETAYKQLFNRDVYTDHGDLYNTPVRMLVVAGAKFKEALKPWLTWKAQKGFYLDVHYTDEAEVGTTNASIKAFIHKKYNDGLAASAAPVFLALVGDTDVISGEKGKKTKKVTDLYYSAVDGDYFPEMYTFRMSASSPEELTNIIDKVLMYEKATMPDKSYLEKVLLIAGADYSWNSQVGQPTIKYGMQYYYNQEHGYTDVYNYLKAPYTGCYSHLNTGVSFANYTAHGSETAWADPLLTTSQLKALTNKDKYFLAIGNCCITAQFDYVQPCFGEVITRVKEKG..., which amino acid positions are active epitope sites? The epitope positions are: [946, 947, 948, 949, 950, 951]. The amino acids at these positions are: PVQNLT. (7) Given the antigen sequence: MKRARPSEDTFNPVYPYDTETGPPTVPFLTPPFVSPNGFQESPPGVLSLRVSEPLDTSHGVLALKMGSGLTLDKAGNLTSQNVTTVTQPLKKTKSNISLDTSAPLTITSGALTVATTAPLIVTSGALSVQSQAPLTVQDSKLSIATKGPITVSDGKLALQTSAPLSGSDSDTLTVTASPPLTTAMGSLGINMEDPIYVNNGKIGIKISGPLQVAQNSDTLTVVTGPGVTVEQNSLRTKVAGAIGYDSSNNMEIKTGGGMRINNNLLILDVDYPFDAQTKLRLKLGQGPLYINASHNLDINYNRGLYLFNASNNTKKLEVSIKKSSGLNFDNTAIAINAGKGLEFDTNTSESPDINPIKTKIGSGIDYNENGAMITKLGAGLSFDNSGAITIGNKNDDKLTLWTTPDPSPNCRIHSDNDCKFTLVLTKCGSQVLATVAALAVSGDLSSMTGTVASVSIFLRFDQNGVLMENSSLKKHYWNFRNGNSTNANPYTNAVGFMPN..., which amino acid positions are active epitope sites? The epitope positions are: [428, 429, 430, 431, 432, 433, 434, 435, 436, 437, 438, 439, 440, 441, 442]. The amino acids at these positions are: GSQVLATVAALAVSG.